From a dataset of Full USPTO retrosynthesis dataset with 1.9M reactions from patents (1976-2016). Predict the reactants needed to synthesize the given product. (1) Given the product [C:26]([NH:30][S:31]([NH:1][CH2:2][C:3]1[N:7]=[C:6]([C@H:8]([CH2:17][CH2:18][CH2:19][CH:20]2[CH2:21][CH2:22][CH2:23][CH2:24][CH2:25]2)[CH2:9][C:10]([O:12][C:13]([CH3:15])([CH3:16])[CH3:14])=[O:11])[O:5][N:4]=1)(=[O:33])=[O:32])([CH3:29])([CH3:28])[CH3:27], predict the reactants needed to synthesize it. The reactants are: [NH2:1][CH2:2][C:3]1[N:7]=[C:6]([C@H:8]([CH2:17][CH2:18][CH2:19][CH:20]2[CH2:25][CH2:24][CH2:23][CH2:22][CH2:21]2)[CH2:9][C:10]([O:12][C:13]([CH3:16])([CH3:15])[CH3:14])=[O:11])[O:5][N:4]=1.[C:26]([NH:30][S:31](Cl)(=[O:33])=[O:32])([CH3:29])([CH3:28])[CH3:27]. (2) Given the product [CH2:13]([NH:15][C:4]1[CH:9]=[CH:8][N:7]=[CH:6][C:5]=1[N+:10]([O-:12])=[O:11])[CH3:14], predict the reactants needed to synthesize it. The reactants are: Cl.CO[C:4]1[CH:9]=[CH:8][N:7]=[CH:6][C:5]=1[N+:10]([O-:12])=[O:11].[CH2:13]([NH2:15])[CH3:14]. (3) Given the product [F:34][C@H:31]1[CH2:32][CH2:33][N:29]([C:24]2[C:25]([C:27]#[N:28])=[N:26][C:21]([C:19]3[CH:18]=[CH:17][N:16]=[C:15]([NH:14][C:11]4[CH:12]=[N:13][C:8]([CH2:7][OH:6])=[CH:9][CH:10]=4)[N:20]=3)=[CH:22][CH:23]=2)[CH2:30]1, predict the reactants needed to synthesize it. The reactants are: C([SiH2][O:6][C:7](C)(C)[C:8]1[N:13]=[CH:12][C:11]([NH:14][C:15]2[N:20]=[C:19]([C:21]3[N:26]=[C:25]([C:27]#[N:28])[C:24]([N:29]4[CH2:33][CH2:32][C@H:31]([F:34])[CH2:30]4)=[CH:23][CH:22]=3)[CH:18]=[CH:17][N:16]=2)=[CH:10][CH:9]=1)(C)(C)C. (4) Given the product [OH:1][C:2]1[CH:8]=[C:7]([CH3:9])[CH:6]=[CH:5][C:3]=1[NH:4][C:18]([NH:17][C:12]1[CH:13]=[CH:14][CH:15]=[CH:16][C:11]=1[Br:10])=[O:19], predict the reactants needed to synthesize it. The reactants are: [OH:1][C:2]1[CH:8]=[C:7]([CH3:9])[CH:6]=[CH:5][C:3]=1[NH2:4].[Br:10][C:11]1[CH:16]=[CH:15][CH:14]=[CH:13][C:12]=1[N:17]=[C:18]=[O:19]. (5) The reactants are: [CH2:1]([NH:8][C:9]1[N:17]=[CH:16][N:15]=[C:14]2[C:10]=1[N:11]=[C:12](Br)[N:13]2[C@@H:18]1[O:24][C@H:23]([CH2:25][OH:26])[C@@H:21]([OH:22])[C@H:19]1[OH:20])[C:2]1[CH:7]=[CH:6][CH:5]=[CH:4][CH:3]=1.[NH2:28][CH2:29][CH2:30][CH2:31][NH2:32]. Given the product [NH2:28][CH2:29][CH2:30][CH2:31][NH:32][C:12]1[N:13]([C@@H:18]2[O:24][C@H:23]([CH2:25][OH:26])[C@@H:21]([OH:22])[C@H:19]2[OH:20])[C:14]2[C:10]([N:11]=1)=[C:9]([NH:8][CH2:1][C:2]1[CH:7]=[CH:6][CH:5]=[CH:4][CH:3]=1)[N:17]=[CH:16][N:15]=2, predict the reactants needed to synthesize it. (6) Given the product [CH3:33][N:34]([CH3:35])[C:26]1[N:25]=[C:24]([C:17]([OH:31])([C:18]2[CH:23]=[CH:22][CH:21]=[CH:20][N:19]=2)[C:9]2[C:10]3[NH:14][C:13](=[O:15])[NH:12][C:11]=3[CH:16]=[C:7]([C:6]3[C:2]([CH3:1])=[N:3][O:4][C:5]=3[CH3:32])[CH:8]=2)[CH:29]=[CH:28][CH:27]=1, predict the reactants needed to synthesize it. The reactants are: [CH3:1][C:2]1[C:6]([C:7]2[CH:8]=[C:9]([C:17]([OH:31])([C:24]3[CH:29]=[CH:28][CH:27]=[C:26](C)[N:25]=3)[C:18]3[CH:23]=[CH:22][CH:21]=[CH:20][N:19]=3)[C:10]3[NH:14][C:13](=[O:15])[NH:12][C:11]=3[CH:16]=2)=[C:5]([CH3:32])[O:4][N:3]=1.[CH3:33][N:34](C1C=CC=C(Br)N=1)[CH3:35].